This data is from Forward reaction prediction with 1.9M reactions from USPTO patents (1976-2016). The task is: Predict the product of the given reaction. Given the reactants O.NN.[Cl:4][C:5]1[C:6]([N:11]2[C:15]([CH2:16][C:17]3[C:22]([CH2:23][CH2:24][CH3:25])=[N:21][C:20](Cl)=[CH:19][N:18]=3)=[CH:14][CH:13]=[N:12]2)=[N:7][CH:8]=[CH:9][CH:10]=1.[CH3:27]CO, predict the reaction product. The product is: [Cl:4][C:5]1[C:6]([N:11]2[C:15]([CH2:16][C:17]3[C:22]([CH2:23][CH2:24][CH3:25])=[N:21][C:20]([CH3:27])=[CH:19][N:18]=3)=[CH:14][CH:13]=[N:12]2)=[N:7][CH:8]=[CH:9][CH:10]=1.